From a dataset of Catalyst prediction with 721,799 reactions and 888 catalyst types from USPTO. Predict which catalyst facilitates the given reaction. (1) Reactant: C(OC([N:11]1[CH2:16][CH2:15][N:14]([C:17]2[CH:22]=[CH:21][C:20]([C:23]3[N:24]=[N:25][N:26]([CH2:28][CH2:29][OH:30])[N:27]=3)=[CH:19][N:18]=2)[CH2:13][CH2:12]1)=O)C1C=CC=CC=1.CO.C(Cl)(Cl)Cl. Product: [OH:30][CH2:29][CH2:28][N:26]1[N:25]=[N:24][C:23]([C:20]2[CH:21]=[CH:22][C:17]([N:14]3[CH2:15][CH2:16][NH:11][CH2:12][CH2:13]3)=[N:18][CH:19]=2)=[N:27]1. The catalyst class is: 719. (2) Reactant: [CH3:1][O:2][C:3]1[CH:10]=[CH:9][CH:8]=[CH:7][C:4]=1[C:5]#[N:6].C[Al](C)C.[NH2:15][C:16]1[CH:23]=[CH:22][C:19]([C:20]#[N:21])=[CH:18][CH:17]=1. Product: [C:20]([C:19]1[CH:22]=[CH:23][C:16]([NH:15][C:5](=[NH:6])[C:4]2[CH:7]=[CH:8][CH:9]=[CH:10][C:3]=2[O:2][CH3:1])=[CH:17][CH:18]=1)#[N:21]. The catalyst class is: 11. (3) Product: [CH2:3]([O:10][CH2:11][CH:12]([NH:19][C:18](=[O:35])[C:17]([Cl:21])([Cl:20])[Cl:16])[CH:13]=[CH2:14])[C:4]1[CH:5]=[CH:6][CH:7]=[CH:8][CH:9]=1. Reactant: [H-].[Na+].[CH2:3]([O:10][CH2:11]/[CH:12]=[CH:13]\[CH2:14]O)[C:4]1[CH:9]=[CH:8][CH:7]=[CH:6][CH:5]=1.[Cl:16][C:17]([Cl:21])([Cl:20])[C:18]#[N:19].C1C2C(CCCC2)CCC1.C1C[O:35]CC1. The catalyst class is: 6. (4) Reactant: [NH2:1][CH:2]1[CH2:7][CH:6]([OH:8])[CH2:5][C:4]([CH3:10])([CH3:9])[CH2:3]1.C([O-])(O)=O.[Na+].[CH3:16][C:17]([O:20][C:21](O[C:21]([O:20][C:17]([CH3:19])([CH3:18])[CH3:16])=[O:22])=[O:22])([CH3:19])[CH3:18].[Na+].[Cl-]. Product: [C:17]([O:20][C:21](=[O:22])[NH:1][C@H:2]1[CH2:7][C@H:6]([OH:8])[CH2:5][C:4]([CH3:10])([CH3:9])[CH2:3]1)([CH3:19])([CH3:18])[CH3:16]. The catalyst class is: 38. (5) Reactant: [C:1]([NH:8][C@@H:9]([CH2:17][OH:18])[CH2:10][C@@H:11]([C:13]([F:16])([F:15])[F:14])[CH3:12])([O:3][C:4]([CH3:7])([CH3:6])[CH3:5])=[O:2].C1C=C[NH+]=CC=1.C1C=C[NH+]=CC=1.[O-:31][Cr](O[Cr]([O-])(=O)=O)(=O)=O.CN(C=O)C. Product: [C:1]([NH:8][C@@H:9]([C:17]([OH:31])=[O:18])[CH2:10][C@@H:11]([C:13]([F:16])([F:15])[F:14])[CH3:12])([O:3][C:4]([CH3:7])([CH3:6])[CH3:5])=[O:2]. The catalyst class is: 84. (6) Reactant: [NH2:1][C@@H:2]([C:11]1[CH:16]=[CH:15][CH:14]=[CH:13][CH:12]=1)[C@H:3]([C:5]1[CH:10]=[CH:9][CH:8]=[CH:7][CH:6]=1)[OH:4].Br[C:18]([C:27]1[CH:32]=[CH:31][CH:30]=[CH:29][CH:28]=1)=[C:19]([N+:25]#[C-:26])[C:20]([O:22][CH2:23][CH3:24])=[O:21].C(=O)(O)[O-].[Na+]. Product: [OH:4][C@@H:3]([C:5]1[CH:10]=[CH:9][CH:8]=[CH:7][CH:6]=1)[C@H:2]([N:1]1[C:18]([C:27]2[CH:28]=[CH:29][CH:30]=[CH:31][CH:32]=2)=[C:19]([C:20]([O:22][CH2:23][CH3:24])=[O:21])[N:25]=[CH:26]1)[C:11]1[CH:16]=[CH:15][CH:14]=[CH:13][CH:12]=1. The catalyst class is: 241. (7) The catalyst class is: 4. Reactant: [CH3:1][C:2]1[CH:11]=[CH:10][C:9]([N:12]2[CH2:17][CH2:16][N:15]([CH3:18])[CH2:14][CH2:13]2)=[C:8]2[C:3]=1[CH2:4][CH2:5][C@@H:6]([NH2:19])[CH2:7]2.[Cl:20][C:21]1[C:26]([Cl:27])=[CH:25][CH:24]=[CH:23][C:22]=1[S:28](Cl)(=[O:30])=[O:29].CCN(C(C)C)C(C)C.C(O)C(N)(CO)CO. Product: [Cl:20][C:21]1[C:26]([Cl:27])=[CH:25][CH:24]=[CH:23][C:22]=1[S:28]([NH:19][C@@H:6]1[CH2:5][CH2:4][C:3]2[C:8](=[C:9]([N:12]3[CH2:13][CH2:14][N:15]([CH3:18])[CH2:16][CH2:17]3)[CH:10]=[CH:11][C:2]=2[CH3:1])[CH2:7]1)(=[O:30])=[O:29].